This data is from Full USPTO retrosynthesis dataset with 1.9M reactions from patents (1976-2016). The task is: Predict the reactants needed to synthesize the given product. (1) Given the product [CH3:18][O:19][C:20]1[CH:25]=[CH:24][C:23]([C:2]2[C:3]([C:14]([O:16][CH3:17])=[O:15])=[C:4]([CH3:13])[O:5][C:6]=2[C:7]2[CH:12]=[CH:11][CH:10]=[CH:9][CH:8]=2)=[CH:22][CH:21]=1, predict the reactants needed to synthesize it. The reactants are: Br[C:2]1[C:3]([C:14]([O:16][CH3:17])=[O:15])=[C:4]([CH3:13])[O:5][C:6]=1[C:7]1[CH:12]=[CH:11][CH:10]=[CH:9][CH:8]=1.[CH3:18][O:19][C:20]1[CH:25]=[CH:24][C:23](B(O)O)=[CH:22][CH:21]=1.C(=O)([O-])[O-].[Na+].[Na+]. (2) The reactants are: [F:1][C:2]1[CH:7]=[CH:6][CH:5]=[CH:4][C:3]=1[O:8][CH2:9][C:10]([OH:12])=O.C(Cl)(=O)C(Cl)=O.[NH2:19][NH:20][C:21]([NH2:23])=[S:22].N1C=CC=CC=1. Given the product [F:1][C:2]1[CH:7]=[CH:6][CH:5]=[CH:4][C:3]=1[O:8][CH2:9][C:10]([NH:19][NH:20][C:21](=[S:22])[NH2:23])=[O:12], predict the reactants needed to synthesize it. (3) Given the product [NH2:30][CH2:29][CH2:28][NH:27][CH2:26][C:17]1[N:16]=[C:15]([C:9]2[CH:10]=[CH:11][C:12]([Cl:14])=[CH:13][C:8]=2[Cl:7])[C:20]([C:21]2[NH:25][CH:24]=[CH:23][N:22]=2)=[CH:19][N:18]=1, predict the reactants needed to synthesize it. The reactants are: N1C=CC=NC=1.[Cl:7][C:8]1[CH:13]=[C:12]([Cl:14])[CH:11]=[CH:10][C:9]=1[C:15]1[C:20]([C:21]2[NH:22][CH:23]=[CH:24][N:25]=2)=[CH:19][N:18]=[C:17]([CH2:26][NH:27][CH2:28][CH2:29][NH:30]C(=O)C(F)(F)F)[N:16]=1.[OH-].[K+].O. (4) Given the product [OH:1][C:2]([CH3:35])([CH3:36])[CH2:3][C@@:4]1([C:29]2[CH:34]=[CH:33][CH:32]=[CH:31][CH:30]=2)[O:9][C:8](=[O:10])[N:7]([C@H:11]([C:14]2[CH:15]=[CH:16][C:17]([C:38]3[S:39][C:40]([C:43]([N:45]([CH3:47])[CH3:46])=[O:44])=[CH:41][N:42]=3)=[CH:18][CH:19]=2)[CH3:12])[CH2:6][CH2:5]1, predict the reactants needed to synthesize it. The reactants are: [OH:1][C:2]([CH3:36])([CH3:35])[CH2:3][C@@:4]1([C:29]2[CH:34]=[CH:33][CH:32]=[CH:31][CH:30]=2)[O:9][C:8](=[O:10])[N:7]([C@H:11]([C:14]2[CH:19]=[CH:18][C:17](B3OC(C)(C)C(C)(C)O3)=[CH:16][CH:15]=2)[CH2:12]C)[CH2:6][CH2:5]1.Br[C:38]1[S:39][C:40]([C:43]([N:45]([CH3:47])[CH3:46])=[O:44])=[CH:41][N:42]=1.C(OC(C)C)(=O)C. (5) Given the product [CH3:3][CH:2]([C:4]1[N:8]=[C:7]([N:9]2[CH2:14][CH2:13][CH:12]([CH:15]([OH:16])[CH3:17])[CH2:11][CH2:10]2)[O:6][N:5]=1)[CH3:1], predict the reactants needed to synthesize it. The reactants are: [CH3:1][CH:2]([C:4]1[N:8]=[C:7]([N:9]2[CH2:14][CH2:13][CH:12]([CH:15]=[O:16])[CH2:11][CH2:10]2)[O:6][N:5]=1)[CH3:3].[CH3:17][Mg]Br. (6) Given the product [C:27]([O:26][C:24]([N:21]1[CH2:22][CH2:23][CH:19]([NH:1][C:2]2[CH:3]=[C:4]3[C:13](=[CH:14][CH:15]=2)[O:12][CH2:11][C:10]2[N:5]3[C@H:6]([CH3:17])[C:7](=[O:16])[NH:8][N:9]=2)[CH2:20]1)=[O:25])([CH3:30])([CH3:28])[CH3:29], predict the reactants needed to synthesize it. The reactants are: [NH2:1][C:2]1[CH:3]=[C:4]2[C:13](=[CH:14][CH:15]=1)[O:12][CH2:11][C:10]1[N:5]2[C@H:6]([CH3:17])[C:7](=[O:16])[NH:8][N:9]=1.O=[C:19]1[CH2:23][CH2:22][N:21]([C:24]([O:26][C:27]([CH3:30])([CH3:29])[CH3:28])=[O:25])[CH2:20]1.C([BH3-])#N.[Na+]. (7) Given the product [N+:1]([C:4]1[CH:5]=[C:6]([N:10]2[C:11]3[C:12](=[CH:15][CH:16]=[CH:17][N:18]=3)[CH:13]=[C:27]([CH2:26][CH2:25][CH2:24][C:20]3[S:19][CH:23]=[CH:22][N:21]=3)[C:28]2=[O:29])[CH:7]=[CH:8][CH:9]=1)([O-:3])=[O:2], predict the reactants needed to synthesize it. The reactants are: [N+:1]([C:4]1[CH:5]=[C:6]([NH:10][C:11]2[N:18]=[CH:17][CH:16]=[CH:15][C:12]=2[CH:13]=O)[CH:7]=[CH:8][CH:9]=1)([O-:3])=[O:2].[S:19]1[CH:23]=[CH:22][N:21]=[C:20]1[CH2:24][CH2:25][CH2:26][CH2:27][C:28](OCC)=[O:29].[Li+].CC([N-]C(C)C)C.